From a dataset of Forward reaction prediction with 1.9M reactions from USPTO patents (1976-2016). Predict the product of the given reaction. (1) Given the reactants Cl.[Br:2][C:3]1[CH:4]=[C:5]2[C:10](=[CH:11][CH:12]=1)[CH2:9][NH:8][CH2:7][CH2:6]2.C(N(CC)CC)C.[C:20]([O:23][CH2:24][C:25](Cl)=[O:26])(=[O:22])[CH3:21], predict the reaction product. The product is: [C:20]([O:23][CH2:24][C:25]([N:8]1[CH2:7][CH2:6][C:5]2[C:10](=[CH:11][CH:12]=[C:3]([Br:2])[CH:4]=2)[CH2:9]1)=[O:26])(=[O:22])[CH3:21]. (2) The product is: [NH2:56][C:52]1[CH:51]=[C:50]([N:57]2[CH2:58][CH2:59][N:60]([C:6]([NH:7][C@H:8]3[CH2:14][CH2:13][CH2:12][CH2:11][N:10]([S:15]([CH3:18])(=[O:16])=[O:17])[C:9]3=[O:19])=[O:20])[CH2:61][CH2:62]2)[C:49]2[C:54](=[CH:55][C:46]([Cl:45])=[CH:47][CH:48]=2)[N:53]=1. Given the reactants CC(O[C:6](=[O:20])[NH:7][C@@H:8]1[CH2:14][CH2:13][CH2:12][CH2:11][N:10]([S:15]([CH3:18])(=[O:17])=[O:16])[C:9]1=[O:19])(C)C.C(O)(C(F)(F)F)=O.ClC(Cl)(OC(=O)OC(Cl)(Cl)Cl)Cl.C([O-])(O)=O.[Na+].[Cl:45][C:46]1[CH:55]=[C:54]2[C:49]([C:50]([N:57]3[CH2:62][CH2:61][NH:60][CH2:59][CH2:58]3)=[CH:51][C:52]([NH2:56])=[N:53]2)=[CH:48][CH:47]=1, predict the reaction product. (3) Given the reactants C(N(CC)C(C)C)(C)C.N1C=CC=CC=1.S(=O)(=O)=O.[O:20]=[C:21]1[C@@H:27]([NH:28][C:29](=[O:53])[C@@H:30]([OH:52])[C@@H:31]([NH:35][C:36]([C:38]2([NH:44][C:45]([C@@H:47]3[CH2:51][CH2:50][CH2:49][O:48]3)=[O:46])[CH2:43][CH2:42][CH2:41][CH2:40][CH2:39]2)=[O:37])[CH:32]([CH3:34])[CH3:33])[CH2:26][CH2:25][CH2:24][CH2:23][NH:22]1, predict the reaction product. The product is: [O:20]=[C:21]1[C@@H:27]([NH:28][C:29](=[O:53])[C:30](=[O:52])[C@@H:31]([NH:35][C:36]([C:38]2([NH:44][C:45]([C@@H:47]3[CH2:51][CH2:50][CH2:49][O:48]3)=[O:46])[CH2:39][CH2:40][CH2:41][CH2:42][CH2:43]2)=[O:37])[CH:32]([CH3:33])[CH3:34])[CH2:26][CH2:25][CH2:24][CH2:23][NH:22]1. (4) Given the reactants [F:1]C(F)(F)C([O-])=O.[CH3:8][O:9][C:10]1[CH:15]=[CH:14][C:13]([I+:16][C:17]2[CH:22]=[CH:21][C:20]([O:23][CH3:24])=[CH:19][CH:18]=2)=[CH:12][CH:11]=1.CCCC[N+](CCCC)(CCCC)CCCC.[F-], predict the reaction product. The product is: [F-:1].[CH3:24][O:23][C:20]1[CH:19]=[CH:18][C:17]([I+:16][C:13]2[CH:14]=[CH:15][C:10]([O:9][CH3:8])=[CH:11][CH:12]=2)=[CH:22][CH:21]=1. (5) Given the reactants [Cl:1][C:2]1[N:3]=[C:4](Cl)[C:5]2[CH:10]=[CH:9][NH:8][C:6]=2[N:7]=1.[NH3:12], predict the reaction product. The product is: [Cl:1][C:2]1[N:3]=[C:4]([NH2:12])[C:5]2[CH:10]=[CH:9][NH:8][C:6]=2[N:7]=1.